From a dataset of Peptide-MHC class I binding affinity with 185,985 pairs from IEDB/IMGT. Regression. Given a peptide amino acid sequence and an MHC pseudo amino acid sequence, predict their binding affinity value. This is MHC class I binding data. (1) The peptide sequence is FQLYSDLAH. The MHC is HLA-B08:01 with pseudo-sequence HLA-B08:01. The binding affinity (normalized) is 0.0847. (2) The peptide sequence is KLLKMVTSV. The MHC is HLA-A02:01 with pseudo-sequence HLA-A02:01. The binding affinity (normalized) is 0.980. (3) The peptide sequence is WYETVKVNY. The MHC is HLA-A01:01 with pseudo-sequence HLA-A01:01. The binding affinity (normalized) is 0.0847. (4) The MHC is HLA-A33:01 with pseudo-sequence HLA-A33:01. The peptide sequence is HQNSKKTTK. The binding affinity (normalized) is 0. (5) The MHC is HLA-B27:05 with pseudo-sequence HLA-B27:05. The peptide sequence is ISLEAGQRF. The binding affinity (normalized) is 0.0847.